From a dataset of Reaction yield outcomes from USPTO patents with 853,638 reactions. Predict the reaction yield, written as a fraction of the theoretical maximum amount of product (1.0 means a 100% yield; for example, 0.34 means a 34% yield). (1) The reactants are [F:1][C:2]1[CH:42]=[N:41][C:5]2[N:6]([C:31]3[CH:32]=[C:33]([CH:38]=[CH:39][CH:40]=3)[C:34]([O:36]C)=[O:35])[C:7](=[O:30])[N:8]([C@H:11]3[CH2:16][CH2:15][C@@H:14]([NH:17][C:18]([C:20]4[N:21]=[C:22]5[CH:27]=[CH:26][C:25]([F:28])=[CH:24][N:23]5[CH:29]=4)=[O:19])[CH2:13][CH2:12]3)[C:9](=[O:10])[C:4]=2[CH:3]=1.[OH-].[Li+].C(O)(=O)C. The catalyst is O1CCOCC1.O. The product is [F:1][C:2]1[CH:42]=[N:41][C:5]2[N:6]([C:31]3[CH:32]=[C:33]([CH:38]=[CH:39][CH:40]=3)[C:34]([OH:36])=[O:35])[C:7](=[O:30])[N:8]([C@H:11]3[CH2:12][CH2:13][C@@H:14]([NH:17][C:18]([C:20]4[N:21]=[C:22]5[CH:27]=[CH:26][C:25]([F:28])=[CH:24][N:23]5[CH:29]=4)=[O:19])[CH2:15][CH2:16]3)[C:9](=[O:10])[C:4]=2[CH:3]=1. The yield is 0.120. (2) The reactants are [O:1]=[C:2]([C:9]1[CH:14]=[CH:13][C:12]([O:15][C:16]2[CH:21]=[CH:20][CH:19]=[CH:18][CH:17]=2)=[CH:11][CH:10]=1)[CH2:3][C:4]([O:6][CH2:7][CH3:8])=[O:5].[H-].[Na+].[F:24][C:25]([F:35])([F:34])[C:26]1[CH:33]=[CH:32][C:29]([CH2:30]Br)=[CH:28][CH:27]=1.O. The catalyst is COCCOC. The product is [O:1]=[C:2]([C:9]1[CH:14]=[CH:13][C:12]([O:15][C:16]2[CH:21]=[CH:20][CH:19]=[CH:18][CH:17]=2)=[CH:11][CH:10]=1)[CH:3]([CH2:30][C:29]1[CH:28]=[CH:27][C:26]([C:25]([F:24])([F:34])[F:35])=[CH:33][CH:32]=1)[C:4]([O:6][CH2:7][CH3:8])=[O:5]. The yield is 0.750. (3) The catalyst is CO. The yield is 0.540. The product is [NH2:12][C:2]1[N:10]=[C:9]([CH3:11])[CH:8]=[CH:7][C:3]=1[C:4]([OH:6])=[O:5]. The reactants are Cl[C:2]1[N:10]=[C:9]([CH3:11])[CH:8]=[CH:7][C:3]=1[C:4]([OH:6])=[O:5].[NH3:12]. (4) The reactants are [Cl:1][C:2]1[CH:3]=[CH:4][C:5]([CH:24]=[O:25])=[C:6]2[C:10]=1[N:9]=[C:8]1[N:11]([C:15]3[CH:20]=[CH:19][C:18]([O:21][CH3:22])=[CH:17][C:16]=3[Cl:23])[CH2:12][CH2:13][CH2:14][N:7]21.[CH:26]1([Mg]Br)[CH2:28][CH2:27]1.[Cl-].[NH4+]. The catalyst is O1CCCC1. The product is [Cl:1][C:2]1[C:10]2[N:9]=[C:8]3[N:11]([C:15]4[CH:20]=[CH:19][C:18]([O:21][CH3:22])=[CH:17][C:16]=4[Cl:23])[CH2:12][CH2:13][CH2:14][N:7]3[C:6]=2[C:5]([CH:24]([CH:26]2[CH2:28][CH2:27]2)[OH:25])=[CH:4][CH:3]=1. The yield is 0.770. (5) The reactants are [C:1]1([CH:7]([C:29]2[CH:34]=[CH:33][CH:32]=[CH:31][CH:30]=2)[N:8]2[C:16]3[C:11](=[CH:12][CH:13]=[CH:14][CH:15]=3)[C:10]([C:18]3[CH:23]=[C:22]([O:24][CH3:25])[C:21]([F:26])=[CH:20][C:19]=3[OH:27])(O)[C:9]2=[O:28])[CH:6]=[CH:5][CH:4]=[CH:3][CH:2]=1.C(N(CC)CC)C.S(Cl)(Cl)=O.C(O)(=O)C. The catalyst is ClC(Cl)C.[Zn]. The product is [C:29]1([CH:7]([C:1]2[CH:6]=[CH:5][CH:4]=[CH:3][CH:2]=2)[N:8]2[C:16]3[C:11](=[CH:12][CH:13]=[CH:14][CH:15]=3)[CH:10]([C:18]3[CH:23]=[C:22]([O:24][CH3:25])[C:21]([F:26])=[CH:20][C:19]=3[OH:27])[C:9]2=[O:28])[CH:30]=[CH:31][CH:32]=[CH:33][CH:34]=1. The yield is 0.170.